Dataset: Full USPTO retrosynthesis dataset with 1.9M reactions from patents (1976-2016). Task: Predict the reactants needed to synthesize the given product. Given the product [CH3:9][C:5]1[C:6]([CH3:8])=[CH:7][C:2]([NH:13][CH2:14][CH2:15][O:16][CH2:17][CH2:18][CH2:19][C:20]([O:22][C:23]([CH3:26])([CH3:25])[CH3:24])=[O:21])=[C:3]([N+:10]([O-:12])=[O:11])[CH:4]=1, predict the reactants needed to synthesize it. The reactants are: Br[C:2]1[CH:7]=[C:6]([CH3:8])[C:5]([CH3:9])=[CH:4][C:3]=1[N+:10]([O-:12])=[O:11].[NH2:13][CH2:14][CH2:15][O:16][CH2:17][CH2:18][CH2:19][C:20]([O:22][C:23]([CH3:26])([CH3:25])[CH3:24])=[O:21].